From a dataset of Full USPTO retrosynthesis dataset with 1.9M reactions from patents (1976-2016). Predict the reactants needed to synthesize the given product. (1) Given the product [C:1]([O:7][CH2:8][C@H:9]([C:11]1[C:16]([CH3:17])=[CH:15][C:14]([N+:18]([O-:20])=[O:19])=[CH:13][C:12]=1[Br:21])[O:10][C:2]([CH3:4])([CH3:3])[CH3:1])(=[O:6])[C:2]([CH3:5])([CH3:4])[CH3:3], predict the reactants needed to synthesize it. The reactants are: [C:1]([O:7][CH2:8][C@H:9]([C:11]1[C:16]([CH3:17])=[CH:15][C:14]([N+:18]([O-:20])=[O:19])=[CH:13][C:12]=1[Br:21])[OH:10])(=[O:6])[C:2]([CH3:5])([CH3:4])[CH3:3].C([O-])(O)=O.[Na+]. (2) Given the product [OH:1][CH:2]([CH3:16])[C@@H:3]([NH:5][C:6](=[O:15])[O:7][CH2:8][C:9]1[CH:14]=[CH:13][CH:12]=[CH:11][CH:10]=1)[CH3:4], predict the reactants needed to synthesize it. The reactants are: [O:1]=[C:2]([CH3:16])[C@@H:3]([NH:5][C:6](=[O:15])[O:7][CH2:8][C:9]1[CH:14]=[CH:13][CH:12]=[CH:11][CH:10]=1)[CH3:4].[BH4-].[Na+]. (3) Given the product [OH:36][CH2:35][C@@H:31]1[CH2:32][CH2:33][CH2:34][N:30]1[CH:27]1[CH2:28][CH2:29][N:24]([C:19]([C:3]2[N:4]([CH3:18])[C:5]([C:7]3[CH:12]=[CH:11][CH:10]=[C:9]([O:13][C:14]([F:15])([F:17])[F:16])[CH:8]=3)=[N:6][C:2]=2[I:1])=[O:21])[CH2:25][CH2:26]1, predict the reactants needed to synthesize it. The reactants are: [I:1][C:2]1[N:6]=[C:5]([C:7]2[CH:12]=[CH:11][CH:10]=[C:9]([O:13][C:14]([F:17])([F:16])[F:15])[CH:8]=2)[N:4]([CH3:18])[C:3]=1[C:19]([OH:21])=O.Cl.Cl.[NH:24]1[CH2:29][CH2:28][CH:27]([N:30]2[CH2:34][CH2:33][CH2:32][C@@H:31]2[CH2:35][OH:36])[CH2:26][CH2:25]1. (4) The reactants are: [CH2:1]([N:8]1[CH:13]=[CH:12][CH:11]=[C:10]([C:14]([NH:16][C@@H:17]([CH2:22][CH2:23][CH2:24][NH:25][C:26]([O:28][C:29]([CH3:32])([CH3:31])[CH3:30])=[O:27])[C:18]([O:20]C)=[O:19])=[O:15])[C:9]1=[O:33])[C:2]1[CH:7]=[CH:6][CH:5]=[CH:4][CH:3]=1.Cl. Given the product [CH2:1]([N:8]1[CH:13]=[CH:12][CH:11]=[C:10]([C:14]([NH:16][C@@H:17]([CH2:22][CH2:23][CH2:24][NH:25][C:26]([O:28][C:29]([CH3:31])([CH3:30])[CH3:32])=[O:27])[C:18]([OH:20])=[O:19])=[O:15])[C:9]1=[O:33])[C:2]1[CH:7]=[CH:6][CH:5]=[CH:4][CH:3]=1, predict the reactants needed to synthesize it.